Dataset: Reaction yield outcomes from USPTO patents with 853,638 reactions. Task: Predict the reaction yield, written as a fraction of the theoretical maximum amount of product (1.0 means a 100% yield; for example, 0.34 means a 34% yield). (1) The reactants are [O:1]1[CH2:6][CH2:5][C:4]([C:9]#[N:10])([C:7]#[N:8])[CH2:3][CH2:2]1.B.C1COCC1.Cl.[OH-].[Na+]. The catalyst is C1COCC1. The product is [NH2:8][CH2:7][C:4]1([CH2:9][NH2:10])[CH2:5][CH2:6][O:1][CH2:2][CH2:3]1. The yield is 0.620. (2) The reactants are Br[C:2]1[C:3]([O:9][CH3:10])=[N:4][C:5]([Cl:8])=[CH:6][CH:7]=1.CC([O-])(C)C.[Na+].[C:17]([CH2:19][C:20](OC(C)(C)C)=O)#[N:18].CI. The catalyst is O1CCOCC1.C(Cl)Cl. The product is [Cl:8][C:5]1[N:4]=[C:3]([O:9][CH3:10])[C:2]([CH:19]([CH3:20])[C:17]#[N:18])=[CH:7][CH:6]=1. The yield is 0.990. (3) The reactants are [CH2:1]([C@@:4]1([C:17]2[CH:22]=[CH:21][C:20]([F:23])=[CH:19][CH:18]=2)[O:9][C:8](=[O:10])[N:7]([C@H:11]([C:13]([CH3:16])([CH3:15])[CH3:14])[CH3:12])[CH2:6][CH2:5]1)[CH:2]=C.[O:24]=[O+][O-].[BH4-].[Na+]. The catalyst is C(Cl)Cl. The product is [CH3:14][C:13]([CH3:15])([CH3:16])[C@@H:11]([N:7]1[CH2:6][CH2:5][C@@:4]([C:17]2[CH:22]=[CH:21][C:20]([F:23])=[CH:19][CH:18]=2)([CH2:1][CH2:2][OH:24])[O:9][C:8]1=[O:10])[CH3:12]. The yield is 0.580. (4) The reactants are [CH3:1][O:2][C:3]([C:5]1[CH:13]=[C:12]2[C:8]([CH:9]=[CH:10][NH:11]2)=[CH:7][CH:6]=1)=[O:4].[CH3:14][O:15][C:16]1[CH:23]=[CH:22][C:19]([CH2:20]Br)=[CH:18][CH:17]=1.[H-].[Na+]. The catalyst is CN(C=O)C.O.C(OCC)(=O)C. The product is [CH3:1][O:2][C:3]([C:5]1[CH:13]=[C:12]2[C:8]([CH:9]=[CH:10][N:11]2[CH2:20][C:19]2[CH:22]=[CH:23][C:16]([O:15][CH3:14])=[CH:17][CH:18]=2)=[CH:7][CH:6]=1)=[O:4]. The yield is 0.540. (5) The reactants are C(O)(C(F)(F)F)=O.[NH2:8][C@H:9]1[C:20](=[O:21])[O:19][CH2:18][C@@H:17]([C:22]2[CH:27]=[CH:26][CH:25]=[CH:24][CH:23]=2)[NH:16][C:15](=[O:28])[CH2:14][CH2:13][CH:12]=[CH:11][CH2:10]1.C(N(CC)CC)C.[CH3:36][S:37](Cl)(=[O:39])=[O:38]. The catalyst is CN(C=O)C.CCOC(C)=O. The product is [O:28]=[C:15]1[CH2:14][CH2:13][CH:12]=[CH:11][CH2:10][C@@H:9]([NH:8][S:37]([CH3:36])(=[O:39])=[O:38])[C:20](=[O:21])[O:19][CH2:18][C@@H:17]([C:22]2[CH:27]=[CH:26][CH:25]=[CH:24][CH:23]=2)[NH:16]1. The yield is 0.560.